This data is from Forward reaction prediction with 1.9M reactions from USPTO patents (1976-2016). The task is: Predict the product of the given reaction. (1) Given the reactants [CH3:1][O:2][C:3](=[O:33])/[CH:4]=[CH:5]/[C:6]1[CH:7]=[C:8]2[C:29](=[CH:30][CH:31]=1)[O:28][C:11]1([CH2:16][CH2:15][N:14]([CH2:17][CH2:18][C:19]3[CH:24]=[CH:23][C:22]([N+:25]([O-])=O)=[CH:21][CH:20]=3)[CH2:13][CH2:12]1)[CH2:10][C:9]2=[O:32].O.O.Cl[Sn]Cl.C(C(C(C([O-])=O)O)O)([O-])=O.[K+].[Na+].C(=O)(O)[O-].[Na+], predict the reaction product. The product is: [CH3:1][O:2][C:3](=[O:33])/[CH:4]=[CH:5]/[C:6]1[CH:7]=[C:8]2[C:29](=[CH:30][CH:31]=1)[O:28][C:11]1([CH2:16][CH2:15][N:14]([CH2:17][CH2:18][C:19]3[CH:24]=[CH:23][C:22]([NH2:25])=[CH:21][CH:20]=3)[CH2:13][CH2:12]1)[CH2:10][C:9]2=[O:32]. (2) Given the reactants C(OC([N:8]1[CH2:13][CH2:12][N:11]([C:14]([C:16]2[C:24]3[C:19](=[CH:20][N:21]=[C:22]([O:25][CH3:26])[CH:23]=3)[N:18]([C:27]3[CH:32]=[CH:31][CH:30]=[CH:29][CH:28]=3)[C:17]=2[O:33][C:34]2[CH:39]=[C:38]([F:40])[CH:37]=[CH:36][C:35]=2[CH3:41])=[O:15])[CH2:10][CH2:9]1)=O)(C)(C)C.Cl.Cl.Cl.FC1C=CC(C)=C(C=1)OC1N(C2C=CC=CC=2)C2=CN=CC=C2C=1C(N1CCNCC1)=O, predict the reaction product. The product is: [F:40][C:38]1[CH:37]=[CH:36][C:35]([CH3:41])=[C:34]([CH:39]=1)[O:33][C:17]1[N:18]([C:27]2[CH:28]=[CH:29][CH:30]=[CH:31][CH:32]=2)[C:19]2=[CH:20][N:21]=[C:22]([O:25][CH3:26])[CH:23]=[C:24]2[C:16]=1[C:14]([N:11]1[CH2:10][CH2:9][NH:8][CH2:13][CH2:12]1)=[O:15]. (3) Given the reactants [CH3:1][C:2]1[C:6]([C:7]([O:9][CH2:10][CH3:11])=[O:8])=[CH:5][NH:4][N:3]=1.C(=O)([O-])[O-].[K+].[K+].[Cl:18][C:19]1[N:24]=[C:23](Cl)[C:22]([CH3:26])=[CH:21][N:20]=1, predict the reaction product. The product is: [Cl:18][C:19]1[N:24]=[C:23]([N:4]2[CH:5]=[C:6]([C:7]([O:9][CH2:10][CH3:11])=[O:8])[C:2]([CH3:1])=[N:3]2)[C:22]([CH3:26])=[CH:21][N:20]=1. (4) Given the reactants [CH3:1][O:2][C:3]([C:5]1[C:6](=[O:17])[S:7][C:8]2[C:13]([C:14]=1[OH:15])=[CH:12][CH:11]=[C:10](Br)[CH:9]=2)=[O:4].[CH3:18][O:19][C:20]1[CH:25]=[CH:24][CH:23]=[CH:22][C:21]=1B(O)O, predict the reaction product. The product is: [CH3:1][O:2][C:3]([C:5]1[C:6](=[O:17])[S:7][C:8]2[C:13]([C:14]=1[OH:15])=[CH:12][CH:11]=[C:10]([C:21]1[CH:22]=[CH:23][CH:24]=[CH:25][C:20]=1[O:19][CH3:18])[CH:9]=2)=[O:4]. (5) Given the reactants [CH2:1]([N:3]([CH2:35][CH3:36])[CH2:4]/[CH:5]=[CH:6]\[C:7]1[CH:12]=[C:11]([F:13])[CH:10]=[CH:9][C:8]=1[S:14]([NH:17][C:18]1[CH:27]=[CH:26][C:25]2[C:24]3=[CH:28][CH:29]=[N:30][N:23]3[CH:22]=[CH:21][C:20]=2[C:19]=1[C:31]([O:33]C)=[O:32])(=[O:16])=[O:15])[CH3:2].[OH-].[Li+], predict the reaction product. The product is: [CH2:35]([N:3]([CH2:1][CH3:2])[CH2:4]/[CH:5]=[CH:6]\[C:7]1[CH:12]=[C:11]([F:13])[CH:10]=[CH:9][C:8]=1[S:14]([NH:17][C:18]1[CH:27]=[CH:26][C:25]2[C:24]3=[CH:28][CH:29]=[N:30][N:23]3[CH:22]=[CH:21][C:20]=2[C:19]=1[C:31]([OH:33])=[O:32])(=[O:15])=[O:16])[CH3:36]. (6) Given the reactants [Cl:1][C:2]1[C:7]([F:8])=[CH:6][C:5]([F:9])=[C:4]([Cl:10])[C:3]=1[F:11].[Cl:12][S:13](O)(=[O:15])=[O:14], predict the reaction product. The product is: [Cl:1][C:2]1[C:7]([F:8])=[C:6]([S:13]([Cl:12])(=[O:15])=[O:14])[C:5]([F:9])=[C:4]([Cl:10])[C:3]=1[F:11]. (7) Given the reactants [CH3:1][C:2]1[CH:3]=[C:4]([CH:8]=[CH:9][C:10]=1[N:11]1[CH2:16][CH2:15][O:14][CH2:13][C:12]1=[O:17])[C:5]([OH:7])=O.[Br:18][C:19]1[CH:31]=[CH:30][C:22]2[NH:23][C:24]([C@@H:26]([NH2:29])[CH2:27][OH:28])=[N:25][C:21]=2[CH:20]=1.CN(C(ON1N=NC2C=CC=CC1=2)=[N+](C)C)C.[B-](F)(F)(F)F.CN1CCOCC1, predict the reaction product. The product is: [Br:18][C:19]1[CH:31]=[CH:30][C:22]2[NH:23][C:24]([C@@H:26]([NH:29][C:5](=[O:7])[C:4]3[CH:8]=[CH:9][C:10]([N:11]4[CH2:16][CH2:15][O:14][CH2:13][C:12]4=[O:17])=[C:2]([CH3:1])[CH:3]=3)[CH2:27][OH:28])=[N:25][C:21]=2[CH:20]=1. (8) Given the reactants [O:1]=[C:2]1[CH2:10][C:9]([CH3:12])([CH3:11])[CH2:8][C:7]2[NH:6][CH:5]=[C:4]([C:13]([OH:15])=O)[C:3]1=2.C(N(CC)CC)C.ClC(OCC)=O.[F:29][C:30]1[CH:36]=[CH:35][CH:34]=[CH:33][C:31]=1[NH2:32].Cl, predict the reaction product. The product is: [F:29][C:30]1[CH:36]=[CH:35][CH:34]=[CH:33][C:31]=1[NH:32][C:13]([C:4]1[C:3]2[C:2](=[O:1])[CH2:10][C:9]([CH3:11])([CH3:12])[CH2:8][C:7]=2[NH:6][CH:5]=1)=[O:15]. (9) Given the reactants C(N(C(C)C)CC)(C)C.[NH:10]1[CH2:15][CH2:14][O:13][CH2:12][CH2:11]1.[CH3:16][C:17]1[O:18][C:19]([CH3:25])=[CH:20][C:21]=1[C:22](Cl)=[O:23], predict the reaction product. The product is: [CH3:16][C:17]1[O:18][C:19]([CH3:25])=[CH:20][C:21]=1[C:22]([N:10]1[CH2:15][CH2:14][O:13][CH2:12][CH2:11]1)=[O:23]. (10) Given the reactants [N+:1]([C:4]1[CH:8]=[CH:7][NH:6][N:5]=1)([O-])=O.O[CH2:10][CH2:11][NH:12][C:13](=[O:19])[O:14][C:15]([CH3:18])([CH3:17])[CH3:16], predict the reaction product. The product is: [NH2:1][C:4]1[CH:8]=[CH:7][N:6]([CH2:10][CH2:11][NH:12][C:13](=[O:19])[O:14][C:15]([CH3:18])([CH3:17])[CH3:16])[N:5]=1.